Dataset: NCI-60 drug combinations with 297,098 pairs across 59 cell lines. Task: Regression. Given two drug SMILES strings and cell line genomic features, predict the synergy score measuring deviation from expected non-interaction effect. (1) Synergy scores: CSS=34.2, Synergy_ZIP=-2.89, Synergy_Bliss=0.853, Synergy_Loewe=2.92, Synergy_HSA=4.62. Drug 2: CCN(CC)CCCC(C)NC1=C2C=C(C=CC2=NC3=C1C=CC(=C3)Cl)OC. Cell line: SNB-75. Drug 1: C1=C(C(=O)NC(=O)N1)F. (2) Drug 1: CS(=O)(=O)C1=CC(=C(C=C1)C(=O)NC2=CC(=C(C=C2)Cl)C3=CC=CC=N3)Cl. Drug 2: CN(C(=O)NC(C=O)C(C(C(CO)O)O)O)N=O. Cell line: COLO 205. Synergy scores: CSS=5.93, Synergy_ZIP=0.532, Synergy_Bliss=-2.72, Synergy_Loewe=-7.48, Synergy_HSA=-8.83.